This data is from Forward reaction prediction with 1.9M reactions from USPTO patents (1976-2016). The task is: Predict the product of the given reaction. (1) Given the reactants [NH2:1][CH:2]1[CH2:5][N:4]([C:6]([C:8]2[CH:9]=[C:10]([CH:23]=[CH:24][C:25]=2[F:26])[CH2:11][C:12]2[C:21]3[C:16](=[CH:17][CH:18]=[CH:19][CH:20]=3)[C:15](=[O:22])[NH:14][N:13]=2)=[O:7])[CH2:3]1.[CH3:27][C:28](=O)[CH2:29][CH2:30][CH3:31].C(O[BH-](OC(=O)C)OC(=O)C)(=O)C.[Na+], predict the reaction product. The product is: [F:26][C:25]1[CH:24]=[CH:23][C:10]([CH2:11][C:12]2[C:21]3[C:16](=[CH:17][CH:18]=[CH:19][CH:20]=3)[C:15](=[O:22])[NH:14][N:13]=2)=[CH:9][C:8]=1[C:6]([N:4]1[CH2:3][CH:2]([NH:1][CH:28]([CH2:29][CH2:30][CH3:31])[CH3:27])[CH2:5]1)=[O:7]. (2) The product is: [CH3:1][N:2]1[C:7](=[O:8])[C:6]2[CH:9]=[C:10]([CH2:12][N:14]3[CH2:19][CH2:18][N:17]([S:20]([CH3:23])(=[O:21])=[O:22])[CH2:16][CH2:15]3)[O:11][C:5]=2[C:4]([C:24]2[CH:29]=[CH:28][N:27]=[C:26]([O:30][CH2:31][CH:32]3[CH2:33][CH2:34][O:35][CH2:36][CH2:37]3)[CH:25]=2)=[N:3]1. Given the reactants [CH3:1][N:2]1[C:7](=[O:8])[C:6]2[CH:9]=[C:10]([C:12]([N:14]3[CH2:19][CH2:18][N:17]([S:20]([CH3:23])(=[O:22])=[O:21])[CH2:16][CH2:15]3)=O)[O:11][C:5]=2[C:4]([C:24]2[CH:29]=[CH:28][N:27]=[C:26]([O:30][CH2:31][CH:32]3[CH2:37][CH2:36][O:35][CH2:34][CH2:33]3)[CH:25]=2)=[N:3]1.B.C1COCC1, predict the reaction product. (3) Given the reactants [CH:1]1[C:10]2[C:5](=[CH:6][C:7](B(O)O)=[CH:8][CH:9]=2)[CH:4]=[CH:3][N:2]=1.Br[C:15]1[S:16][C:17]([S:20][CH3:21])=[N:18][N:19]=1.C(=O)([O-])[O-].[Na+].[Na+], predict the reaction product. The product is: [CH3:21][S:20][C:17]1[S:16][C:15]([C:7]2[CH:6]=[C:5]3[C:10](=[CH:9][CH:8]=2)[CH:1]=[N:2][CH:3]=[CH:4]3)=[N:19][N:18]=1. (4) Given the reactants [OH-].[Na+].[N+:3]([C:6]1[CH:14]=[C:13]2[C:9]([CH:10]=[N:11][NH:12]2)=[CH:8][CH:7]=1)([O-:5])=[O:4].[Br-:15].[Br-].[Br-].[NH+]1C=CC=CC=1.[NH+]1C=CC=CC=1.[NH+]1C=CC=CC=1.Cl, predict the reaction product. The product is: [Br:15][C:10]1[C:9]2[C:13](=[CH:14][C:6]([N+:3]([O-:5])=[O:4])=[CH:7][CH:8]=2)[NH:12][N:11]=1. (5) Given the reactants [CH:1]1([C:7]2[C:15]3[C:10](=[CH:11][C:12]([C:16](O)=[O:17])=[CH:13][CH:14]=3)[CH:9]([CH2:19][CH2:20][C:21](=[O:34])[N:22]3[CH2:27][CH2:26][CH:25]([N:28]4[CH2:32][CH2:31][CH2:30][C:29]4=[O:33])[CH2:24][CH2:23]3)[C:8]=2[C:35]2[CH:40]=[CH:39][CH:38]=[CH:37][CH:36]=2)[CH2:6][CH2:5][CH2:4][CH2:3][CH2:2]1.[CH3:41][N:42]([CH3:47])[S:43]([NH2:46])(=[O:45])=[O:44].Cl.CN(C)CCCN=C=NCC, predict the reaction product. The product is: [CH:1]1([C:7]2[C:15]3[C:10](=[CH:11][C:12]([C:16]([NH:46][S:43]([N:42]([CH3:47])[CH3:41])(=[O:45])=[O:44])=[O:17])=[CH:13][CH:14]=3)[CH:9]([CH2:19][CH2:20][C:21](=[O:34])[N:22]3[CH2:23][CH2:24][CH:25]([N:28]4[CH2:32][CH2:31][CH2:30][C:29]4=[O:33])[CH2:26][CH2:27]3)[C:8]=2[C:35]2[CH:40]=[CH:39][CH:38]=[CH:37][CH:36]=2)[CH2:6][CH2:5][CH2:4][CH2:3][CH2:2]1. (6) Given the reactants [BH4-].[Na+].[CH:3]1([CH2:6][O:7][C:8]2[CH:15]=[CH:14][C:11]([CH:12]=O)=[CH:10][CH:9]=2)[CH2:5][CH2:4]1.[BrH:16], predict the reaction product. The product is: [Br:16][CH2:12][C:11]1[CH:14]=[CH:15][C:8]([O:7][CH2:6][CH:3]2[CH2:5][CH2:4]2)=[CH:9][CH:10]=1. (7) Given the reactants [CH:1]1[C:13]2[NH:12][C:11]3[C:6](=[CH:7][CH:8]=[CH:9][CH:10]=3)[C:5]=2[CH:4]=[CH:3][CH:2]=1.[OH-].[K+].[CH2:16]([C@H:18]1[O:20][CH2:19]1)Cl, predict the reaction product. The product is: [O:20]1[CH2:19][C@H:18]1[CH2:16][N:12]1[C:11]2[CH:10]=[CH:9][CH:8]=[CH:7][C:6]=2[C:5]2[C:13]1=[CH:1][CH:2]=[CH:3][CH:4]=2. (8) Given the reactants C([O:8][C:9](=[O:39])[C:10]1[CH:15]=[CH:14][C:13]([O:16][C:17](=[O:38])[CH:18]([C:24]2[CH:33]=[CH:32][C:31]3[C:30]([CH3:35])([CH3:34])[CH2:29][CH2:28][C:27]([CH3:37])([CH3:36])[C:26]=3[CH:25]=2)[CH2:19][CH2:20][CH2:21][CH2:22][CH3:23])=[CH:12][CH:11]=1)C1C=CC=CC=1.[H][H], predict the reaction product. The product is: [CH3:34][C:30]1([CH3:35])[CH2:29][CH2:28][C:27]([CH3:36])([CH3:37])[C:26]2[CH:25]=[C:24]([CH:18]([CH2:19][CH2:20][CH2:21][CH2:22][CH3:23])[C:17]([O:16][C:13]3[CH:12]=[CH:11][C:10]([C:9]([OH:39])=[O:8])=[CH:15][CH:14]=3)=[O:38])[CH:33]=[CH:32][C:31]1=2. (9) Given the reactants C([Si](C(C)C)(C(C)C)[SH:5])(C)C.C(=O)([O-])[O-].[Cs+].[Cs+].Br[C:19]1[CH:24]=[CH:23][C:22]([O:25][CH3:26])=[C:21]([Cl:27])[CH:20]=1.O, predict the reaction product. The product is: [Cl:27][C:21]1[CH:20]=[C:19]([SH:5])[CH:24]=[CH:23][C:22]=1[O:25][CH3:26]. (10) The product is: [Cl:24][C:23]1[C:22]([O:25][CH3:26])=[CH:21][C:20]([O:27][CH3:28])=[C:19]([Cl:29])[C:18]=1[C:16]1[C:15](=[O:30])[N:14]([CH2:31][CH3:32])[C:12]2[N:13]=[C:8]([NH:7][C@@H:3]3[CH2:4][CH2:5][CH2:6][C@@H:2]3[NH:1][C:42](=[O:45])[CH:43]=[CH2:44])[N:9]=[CH:10][C:11]=2[CH:17]=1. Given the reactants [NH2:1][C@H:2]1[CH2:6][CH2:5][CH2:4][C@H:3]1[NH:7][C:8]1[N:9]=[CH:10][C:11]2[CH:17]=[C:16]([C:18]3[C:23]([Cl:24])=[C:22]([O:25][CH3:26])[CH:21]=[C:20]([O:27][CH3:28])[C:19]=3[Cl:29])[C:15](=[O:30])[N:14]([CH2:31][CH3:32])[C:12]=2[N:13]=1.CCN(C(C)C)C(C)C.[C:42](Cl)(=[O:45])[CH:43]=[CH2:44], predict the reaction product.